This data is from Forward reaction prediction with 1.9M reactions from USPTO patents (1976-2016). The task is: Predict the product of the given reaction. Given the reactants CN(C)[C:3](=[O:26])[CH2:4][C:5]1[CH:10]=[C:9](CC)[CH:8]=[CH:7][C:6]=1NC1C=CC(C)=C(C(F)(F)F)C=1F.CC[OH:30], predict the reaction product. The product is: [C:5]1([CH2:4][C:3]([OH:26])=[O:30])[CH:6]=[CH:7][CH:8]=[CH:9][CH:10]=1.